Dataset: Experimentally validated miRNA-target interactions with 360,000+ pairs, plus equal number of negative samples. Task: Binary Classification. Given a miRNA mature sequence and a target amino acid sequence, predict their likelihood of interaction. (1) The miRNA is bta-miR-181a with sequence AACAUUCAACGCUGUCGGUGAGUU. The protein sequence of the target gene is MGSKRRNLSCSERHQKLVDENYCKKLHVQALKNVNSQIRNQMVQNENDNRVQRKQFLRLLQNEQFELDMEEAIQKAEENKRLKELQLKQEEKLAMELAKLKHESLKDEKMRQQVRENSIELRELEKKLKAAYMNKERAAQIAEKDAIKYEQMKRDAEIAKTMMEEHKRIIKEENAAEDKRNKAKAQYYLDLEKQLEEQEKKKQEAYEQLLKEKLMIDEIVRKIYEEDQLEKQQKLEKMNAMRRYIEEFQKEQALWRKKKREEMEEENRKIIEFANMQQQREEDRMAKVQENEEKRLQLQN.... Result: 0 (no interaction). (2) The miRNA is hsa-miR-3163 with sequence UAUAAAAUGAGGGCAGUAAGAC. The protein sequence of the target gene is MPGPPGSLEMGPLTFRDVAIEFSLEEWQCLDTAQRNLYRKVMFENYRNLVFLGIAVSKPHLITCLEQGKEPWNRKRQEMVAKPPVIYSHFTEDLWPEHSIKDSFQKVILRGYGKCGHENLQLRISCKSVDESKVFKEGYNELNQCLRTTQSKIFQCDKYVKVFHKFSNSNSHKKRNTGKKVFKCKECGKSFCMLSHLTQHIRIHTRENSYKCEECGKVLNWFSELIKHKGIHMGEKPYKCEECGKAFNQSSTLIKHKKIHIEEKPFKCEECGKAFSLFSILSKHKIIHTGDKPYKCDECH.... Result: 1 (interaction). (3) The miRNA is hsa-miR-411-3p with sequence UAUGUAACACGGUCCACUAACC. The protein sequence of the target gene is MPVRFKGLSEYQRNFLWKKSYLSESCNSSVGRKYPWAGLRSDQLGITKEPSFISKRRVPYHDPQISKSLEWNGAISESNVVASPEPEAPETPKSQEAEQKDVTQERVHSLEASRVPKRTRSHSADSRAEGASDVENNEGVTNHTPVNENVELEHSTKVLSENVDNGLDRLLRKKAGLTVVPSYNALRNSEYQRQFVWKTSKETAPAFAANQVFHNKSQFVPPFKGNSVIHETEYKRNFKGLSPVKEPKLRNDLRENRNLETVSPERKSNKIDDRLKLEAEMELKDLHQPKRKLTPWKHQR.... Result: 0 (no interaction). (4) The miRNA is hsa-miR-555 with sequence AGGGUAAGCUGAACCUCUGAU. The protein sequence of the target gene is MQAARVDYIAPWWVVWLHSVPHVGLRLQPVNSTFSPGDESYQESLLFLGLVAAVCLGLNLIFLVAYLVCACHCRRDDAVQTKQHHSCCITWTAVVAGLICCAAVGVGFYGNSETNDGAYQLMYSLDDANHTFSGIDALVSGTTQKMKVDLEQHLARLSEIFAARGDYLQTLKFIQQMAGSVVVQLSGLPVWREVTMELTKLSDQTGYVEYYRWLSYLLLFILDLVICLIACLGLAKRSKCLLASMLCCGALSLLLSWASLAADGSAAVATSDFCVAPDTFILNVTEGQISTEVTRYYLYC.... Result: 1 (interaction). (5) The miRNA is cel-miR-64-5p with sequence UAUGACACUGAAGCGUUACCGAA. The protein sequence of the target gene is MAEEQGRERDSVPKPSVLFLHPDLGVGGAERLVLDAALALQARGCSVKIWTAHYDPGHCFAESRELPVRCAGDWLPRGLGWGGRGAAVCAYVRMVFLALYVLFLADEEFDVVVCDQVSACIPVFRLARRRKKILFYCHFPDLLLTKRDSFLKRLYRAPIDWIEEYTTGMADCILVNSQFTAAVFKETFKSLSHIDPDVLYPSLNVTSFDSVVPEKLDDLVPKGKKFLLLSINRYERKKNLTLALEALVQLRGRLTSQDWERVHLIVAGGYDERVLENVEHYQELKKMVQQSDLGQYVTFL.... Result: 0 (no interaction). (6) The miRNA is hsa-miR-1225-3p with sequence UGAGCCCCUGUGCCGCCCCCAG. The protein sequence of the target gene is MEPSSKKLTGRLMLAVGGAVLGSLQFGYNTGVINAPQKVIEEFYNQTWVHRYGESILPTTLTTLWSLSVAIFSVGGMIGSFSVGLFVNRFGRRNSMLMMNLLAFVSAVLMGFSKLGKSFEMLILGRFIIGVYCGLTTGFVPMYVGEVSPTALRGALGTLHQLGIVVGILIAQVFGLDSIMGNKDLWPLLLSIIFIPALLQCIVLPFCPESPRFLLINRNEENRAKSVLKKLRGTADVTHDLQEMKEESRQMMREKKVTILELFRSPAYRQPILIAVVLQLSQQLSGINAVFYYSTSIFEK.... Result: 1 (interaction).